From a dataset of Forward reaction prediction with 1.9M reactions from USPTO patents (1976-2016). Predict the product of the given reaction. (1) Given the reactants [C:1]1([S:7]([N:10]2[C:14]3[CH:15]=[N:16][C:17]([C:20]#[N:21])=[C:18]([OH:19])[C:13]=3[C:12]3[CH:22]=[C:23]([Br:26])[CH:24]=[N:25][C:11]2=3)(=[O:9])=[O:8])[CH:6]=[CH:5][CH:4]=[CH:3][CH:2]=1.[C:27]([O:31][C:32]([N:34]1[CH2:38][CH2:37][CH:36](O)[CH2:35]1)=[O:33])([CH3:30])([CH3:29])[CH3:28].C1(P(C2C=CC=CC=2)C2C=CC=CC=2)C=CC=CC=1.N(C(OCC)=O)=NC(OCC)=O, predict the reaction product. The product is: [C:27]([O:31][C:32]([N:34]1[CH2:38][CH2:37][CH:36]([O:19][C:18]2[C:13]3[C:12]4[CH:22]=[C:23]([Br:26])[CH:24]=[N:25][C:11]=4[N:10]([S:7]([C:1]4[CH:2]=[CH:3][CH:4]=[CH:5][CH:6]=4)(=[O:8])=[O:9])[C:14]=3[CH:15]=[N:16][C:17]=2[C:20]#[N:21])[CH2:35]1)=[O:33])([CH3:30])([CH3:28])[CH3:29]. (2) Given the reactants [BrH:1].[CH2:2]([C:6]1[CH:11]=[CH:10][C:9]([CH2:12]O)=[CH:8][CH:7]=1)[CH:3]([CH3:5])[CH3:4], predict the reaction product. The product is: [CH2:2]([C:6]1[CH:11]=[CH:10][C:9]([CH2:12][Br:1])=[CH:8][CH:7]=1)[CH:3]([CH3:5])[CH3:4]. (3) Given the reactants [NH2:1][C:2]1[CH:3]=[C:4]2[C:20](=[O:21])[NH:19][N:18]=[CH:17][C:6]3=[C:7]([C:11]4[CH:16]=[CH:15][CH:14]=[CH:13][CH:12]=4)[NH:8][C:9]([CH:10]=1)=[C:5]23.[C:22]([O:26][C:27]([NH:29][C@H:30]([CH2:34][C:35]1[CH:40]=[CH:39][CH:38]=[CH:37][CH:36]=1)[C:31](O)=[O:32])=[O:28])([CH3:25])([CH3:24])[CH3:23].C(N(CC)CC)C.F[P-](F)(F)(F)(F)F.N1(OC(N(C)C)=[N+](C)C)C2N=CC=CC=2N=N1, predict the reaction product. The product is: [C:22]([O:26][C:27](=[O:28])[NH:29][C@@H:30]([C:31](=[O:32])[NH:1][C:2]1[CH:3]=[C:4]2[C:20](=[O:21])[NH:19][N:18]=[CH:17][C:6]3=[C:7]([C:11]4[CH:12]=[CH:13][CH:14]=[CH:15][CH:16]=4)[NH:8][C:9]([CH:10]=1)=[C:5]23)[CH2:34][C:35]1[CH:36]=[CH:37][CH:38]=[CH:39][CH:40]=1)([CH3:23])([CH3:25])[CH3:24]. (4) Given the reactants C1(P(C2C=CC=CC=2)C2C=CC=CC=2)C=CC=CC=1.[CH2:20]([C:28]1[CH:33]=[CH:32][C:31]([C:34]2[CH:39]=[CH:38][C:37]([C:40](O)=[O:41])=[CH:36][CH:35]=2)=[CH:30][CH:29]=1)[CH2:21][CH2:22][CH2:23][CH2:24][CH2:25][CH2:26][CH3:27].[CH2:43]([NH2:51])[CH2:44][C:45]1[CH:50]=[CH:49][CH:48]=[CH:47][CH:46]=1.CN1CCOCC1, predict the reaction product. The product is: [CH2:43]([NH:51][C:40]([C:37]1[CH:36]=[CH:35][C:34]([C:31]2[CH:30]=[CH:29][C:28]([CH2:20][CH2:21][CH2:22][CH2:23][CH2:24][CH2:25][CH2:26][CH3:27])=[CH:33][CH:32]=2)=[CH:39][CH:38]=1)=[O:41])[CH2:44][C:45]1[CH:50]=[CH:49][CH:48]=[CH:47][CH:46]=1. (5) The product is: [Br:3][C:4]1[CH:5]=[C:6]([O:1][CH3:13])[C:7]([I:11])=[C:8]([Cl:10])[CH:9]=1. Given the reactants [OH-:1].[K+].[Br:3][C:4]1[CH:5]=[C:6](F)[C:7]([I:11])=[C:8]([Cl:10])[CH:9]=1.[CH3:13]O, predict the reaction product. (6) Given the reactants [ClH:1].[CH3:2][O:3][C@@H:4]1[CH2:12][C:11]2[C:6](=[CH:7][CH:8]=[CH:9][CH:10]=2)[C@@H:5]1[NH:13]C(=O)OC(C)(C)C, predict the reaction product. The product is: [CH3:2][O:3][C@@H:4]1[CH2:12][C:11]2[C:6](=[CH:7][CH:8]=[CH:9][CH:10]=2)[C@@H:5]1[NH2:13].[ClH:1]. (7) The product is: [CH3:19][O:18][C:17]1[C:11]2[C:10]([N:20]3[CH2:25][CH2:24][CH:23]([OH:26])[CH2:22][CH2:21]3)=[N:9][C:8]([C:6]3[CH:5]=[CH:4][N:3]=[C:2]([NH:35][C:33]4[CH:32]=[CH:31][CH:30]=[C:29]([O:28][CH3:27])[N:34]=4)[CH:7]=3)=[N:13][C:12]=2[CH:14]=[N:15][CH:16]=1. Given the reactants Cl[C:2]1[CH:7]=[C:6]([C:8]2[N:9]=[C:10]([N:20]3[CH2:25][CH2:24][CH:23]([OH:26])[CH2:22][CH2:21]3)[C:11]3[C:17]([O:18][CH3:19])=[CH:16][N:15]=[CH:14][C:12]=3[N:13]=2)[CH:5]=[CH:4][N:3]=1.[CH3:27][O:28][C:29]1[N:34]=[C:33]([NH2:35])[CH:32]=[CH:31][CH:30]=1, predict the reaction product. (8) Given the reactants [C:1]([C@H:4]1[CH2:8][CH2:7][N:6]([C:9]([O:11][C:12]([CH3:15])([CH3:14])[CH3:13])=[O:10])[CH2:5]1)(=[O:3])[CH3:2].[BH4-].[Na+], predict the reaction product. The product is: [OH:3][CH:1]([C@H:4]1[CH2:8][CH2:7][N:6]([C:9]([O:11][C:12]([CH3:13])([CH3:15])[CH3:14])=[O:10])[CH2:5]1)[CH3:2]. (9) Given the reactants Cl.[CH3:2][O:3][C:4]([CH3:24])([CH3:23])[CH2:5][CH2:6][CH2:7][CH:8]([C:10]1[S:14][C:13]([NH:15][C:16](=[O:22])[C@@H:17]([NH2:21])[CH2:18][CH2:19][CH3:20])=[N:12][CH:11]=1)[CH3:9].[CH2:25]1[C:34]2[C:29](=[CH:30][CH:31]=[CH:32][CH:33]=2)[CH2:28][CH2:27][C:26]1=O.C(O[BH-](OC(=O)C)OC(=O)C)(=O)C.[Na+], predict the reaction product. The product is: [CH3:2][O:3][C:4]([CH3:24])([CH3:23])[CH2:5][CH2:6][CH2:7][CH:8]([C:10]1[S:14][C:13]([NH:15][C:16](=[O:22])[C@@H:17]([NH:21][CH:31]2[CH2:32][CH2:33][C:34]3[C:29](=[CH:28][CH:27]=[CH:26][CH:25]=3)[CH2:30]2)[CH2:18][CH2:19][CH3:20])=[N:12][CH:11]=1)[CH3:9].[OH:3][C:4]([CH3:24])([CH3:23])[CH2:5][CH2:6][CH2:7][CH:8]([C:10]1[S:14][C:13]([NH:15][C:16](=[O:22])[C@@H:17]([NH:21][CH:31]2[CH2:32][CH2:33][C:34]3[C:29](=[CH:28][CH:27]=[CH:26][CH:25]=3)[CH2:30]2)[CH2:18][CH2:19][CH3:20])=[N:12][CH:11]=1)[CH3:9].